Dataset: Reaction yield outcomes from USPTO patents with 853,638 reactions. Task: Predict the reaction yield, written as a fraction of the theoretical maximum amount of product (1.0 means a 100% yield; for example, 0.34 means a 34% yield). (1) The product is [Si:28]([O:1][CH2:2][C@H:3]1[CH2:4][CH2:5][C@H:6]([C:9]([OH:11])=[O:10])[CH2:7][CH2:8]1)([C:31]([CH3:34])([CH3:33])[CH3:32])([CH3:30])[CH3:29]. The reactants are [OH:1][CH2:2][C@H:3]1[CH2:8][CH2:7][C@H:6]([C:9]([OH:11])=[O:10])[CH2:5][CH2:4]1.N1C(C)=CC=CC=1C.O([Si:28]([C:31]([CH3:34])([CH3:33])[CH3:32])([CH3:30])[CH3:29])S(C(F)(F)F)(=O)=O. The catalyst is C(Cl)Cl. The yield is 0.930. (2) The reactants are [OH:1][C:2]1[CH:3]=[C:4]2[C:9](=[CH:10][CH:11]=1)[C:8]([O:12][C:13]1[CH:18]=[CH:17][C:16]([O:19][CH2:20][CH2:21][N:22]3[CH2:27][CH2:26][CH2:25][CH2:24][CH2:23]3)=[CH:15][CH:14]=1)=[C:7]([O:28][S:29]([C:32]([F:35])([F:34])[F:33])(=[O:31])=[O:30])[CH:6]=[CH:5]2.C1(P(C2C=CC=CC=2)C2C=CC=CC=2)C=CC=CC=1.[CH2:55](O)[C:56]1[CH:61]=[CH:60][CH:59]=[CH:58][CH:57]=1.N(C(OC(C)C)=O)=NC(OC(C)C)=O. The catalyst is C(OCC)(=O)C.O1CCCC1. The product is [CH2:55]([O:1][C:2]1[CH:3]=[C:4]2[C:9](=[CH:10][CH:11]=1)[C:8]([O:12][C:13]1[CH:18]=[CH:17][C:16]([O:19][CH2:20][CH2:21][N:22]3[CH2:23][CH2:24][CH2:25][CH2:26][CH2:27]3)=[CH:15][CH:14]=1)=[C:7]([O:28][S:29]([C:32]([F:34])([F:35])[F:33])(=[O:31])=[O:30])[CH:6]=[CH:5]2)[C:56]1[CH:61]=[CH:60][CH:59]=[CH:58][CH:57]=1. The yield is 0.730. (3) The reactants are [NH2:1][CH2:2][CH2:3][OH:4].P(C#N)(OCC)(OCC)=O.[CH2:15]([O:22][C:23]([NH:25][C@@H:26]([CH2:30][C:31]1[CH:36]=[CH:35][C:34]([O:37][C:38]([F:41])([F:40])[F:39])=[CH:33][CH:32]=1)[C:27](O)=[O:28])=[O:24])[C:16]1[CH:21]=[CH:20][CH:19]=[CH:18][CH:17]=1.C(N(CC)CC)C. The catalyst is C(OCC)(=O)C.CN(C=O)C. The product is [OH:4][CH2:3][CH2:2][NH:1][C:27](=[O:28])[C@@H:26]([NH:25][C:23](=[O:24])[O:22][CH2:15][C:16]1[CH:17]=[CH:18][CH:19]=[CH:20][CH:21]=1)[CH2:30][C:31]1[CH:36]=[CH:35][C:34]([O:37][C:38]([F:40])([F:39])[F:41])=[CH:33][CH:32]=1. The yield is 0.900. (4) The reactants are FC(F)(F)S(O[C:7]1[CH:12]=[CH:11][C:10]([C:13]#[N:14])=[CH:9][C:8]=1[O:15][CH3:16])(=O)=O.C(=O)([O-])[O-].[Na+].[Na+].P(OCC)(OCC)OCC.[C:35]([O:39][CH3:40])(=[O:38])[CH:36]=[CH2:37]. The product is [C:13]([C:10]1[CH:11]=[CH:12][C:7](/[CH:37]=[CH:36]/[C:35]([O:39][CH3:40])=[O:38])=[C:8]([O:15][CH3:16])[CH:9]=1)#[N:14]. The catalyst is CN(C)C(=O)C.C([O-])(=O)C.[Pd+2].C([O-])(=O)C.O. The yield is 0.160. (5) The reactants are [NH2:1][C:2]1[N:6]([CH3:7])[C:5](=[O:8])[C:4]([C:15]2[CH:20]=[CH:19][CH:18]=[C:17]([OH:21])[CH:16]=2)([C:9]2[CH:14]=[CH:13][N:12]=[CH:11][CH:10]=2)[N:3]=1.I[CH2:23][CH2:24][CH3:25].C([O-])([O-])=O.[Cs+].[Cs+]. The catalyst is CC(C)=O.CN(C=O)C. The product is [NH2:1][C:2]1[N:6]([CH3:7])[C:5](=[O:8])[C:4]([C:15]2[CH:20]=[CH:19][CH:18]=[C:17]([O:21][CH2:23][CH2:24][CH3:25])[CH:16]=2)([C:9]2[CH:14]=[CH:13][N:12]=[CH:11][CH:10]=2)[N:3]=1. The yield is 0.970. (6) The reactants are [CH2:1]([O:8][C:9]([N:11]1[CH2:16][C@H:15]([CH3:17])[C@@H:14]([O:18]C(C)(C)C(C)(C)C)[C@H:13]([NH:26][C:27]([O:29][C:30]([CH3:33])([CH3:32])[CH3:31])=[O:28])[CH2:12]1)=[O:10])[C:2]1[CH:7]=[CH:6][CH:5]=[CH:4][CH:3]=1.[F-].C([N+](CCCC)(CCCC)CCCC)CCC. The catalyst is C1COCC1.CCOC(C)=O. The product is [CH2:1]([O:8][C:9]([N:11]1[CH2:16][C@H:15]([CH3:17])[C@@H:14]([OH:18])[C@H:13]([NH:26][C:27]([O:29][C:30]([CH3:31])([CH3:33])[CH3:32])=[O:28])[CH2:12]1)=[O:10])[C:2]1[CH:3]=[CH:4][CH:5]=[CH:6][CH:7]=1. The yield is 0.820.